Dataset: Forward reaction prediction with 1.9M reactions from USPTO patents (1976-2016). Task: Predict the product of the given reaction. Given the reactants [CH2:1]([N:3]([CH3:19])[S:4]([NH:7][C:8]1[C:9]([F:18])=[C:10]([CH:15]=[CH:16][CH:17]=1)[C:11](OC)=[O:12])(=[O:6])=[O:5])[CH3:2].[H-].[H-].[H-].[H-].[Li+].[Al+3], predict the reaction product. The product is: [CH2:1]([N:3]([CH3:19])[S:4]([NH:7][C:8]1[CH:17]=[CH:16][CH:15]=[C:10]([CH2:11][OH:12])[C:9]=1[F:18])(=[O:6])=[O:5])[CH3:2].